Dataset: Forward reaction prediction with 1.9M reactions from USPTO patents (1976-2016). Task: Predict the product of the given reaction. (1) Given the reactants BrC1[CH:3]=[C:4]2[C:8](=[CH:9]C=1)[C@@H:7]([NH:11][C:12](=[N:15][C:16]1[C:17](Cl)=[N:18][C:19]([C:23](=[O:27])[CH:24]([CH3:26])[CH3:25])=[CH:20][C:21]=1[CH3:22])[CH2:13][CH3:14])[CH2:6][CH2:5]2.[C:29]([N:48]1[C:52](B(O)O)=[N:51][N:50]=[N:49]1)(C1C=CC=CC=1)([C:36]1[CH:41]=[CH:40][CH:39]=[CH:38][CH:37]=1)[C:30]1[CH:35]=[CH:34][CH:33]=[CH:32][CH:31]=1.C1(P([C:69]2[CH:74]=[CH:73][CH:72]=[CH:71][CH:70]=2)C2C=CC=CC=2)C=CC=CC=1.C(=O)([O-])[O-].[K+].[K+].C1(P(C2CCCCC2)[C:88]2[CH:93]=[CH:92][CH:91]=[CH:90][C:89]=2[C:94]2C(CCC)=CC(CCC)=C[C:95]=2CCC)CCCCC1, predict the reaction product. The product is: [CH2:13]([C:12]1[N:11]([C@@H:7]2[C:8]3[C:4](=[CH:3][C:94]([C:89]4[CH:90]=[CH:91][CH:92]=[CH:93][C:88]=4[C:52]4[N:48]([C:29]([C:69]5[CH:70]=[CH:71][CH:72]=[CH:73][CH:74]=5)([C:36]5[CH:37]=[CH:38][CH:39]=[CH:40][CH:41]=5)[C:30]5[CH:35]=[CH:34][CH:33]=[CH:32][CH:31]=5)[N:49]=[N:50][N:51]=4)=[CH:95][CH:9]=3)[CH2:5][CH2:6]2)[C:17]2=[N:18][C:19]([C:23](=[O:27])[CH:24]([CH3:25])[CH3:26])=[CH:20][C:21]([CH3:22])=[C:16]2[N:15]=1)[CH3:14]. (2) The product is: [C:11]([O:10][C:8]([NH:7][N:6]([CH2:5][C@@H:4]([OH:23])[C:3]([OH:2])=[O:24])[CH2:15][C:16]1[CH:21]=[CH:20][C:19]([C:30]2[CH:29]=[CH:28][CH:27]=[C:26]([Cl:25])[CH:31]=2)=[CH:18][CH:17]=1)=[O:9])([CH3:14])([CH3:13])[CH3:12]. Given the reactants C[O:2][C:3](=[O:24])[C@H:4]([OH:23])[CH2:5][N:6]([CH2:15][C:16]1[CH:21]=[CH:20][C:19](Br)=[CH:18][CH:17]=1)[NH:7][C:8]([O:10][C:11]([CH3:14])([CH3:13])[CH3:12])=[O:9].[Cl:25][C:26]1[CH:27]=[C:28](B(O)O)[CH:29]=[CH:30][CH:31]=1.C([O-])([O-])=O.[K+].[K+], predict the reaction product. (3) Given the reactants [CH3:1][O:2][C:3]1[CH:4]=[C:5]([CH:29]=[C:30]([O:34][CH3:35])[C:31]=1[O:32][CH3:33])[CH2:6][N:7]1[CH2:11][CH2:10][C:9]([CH2:20][C:21]2[CH:26]=[CH:25][C:24]([F:27])=[CH:23][CH:22]=2)([CH2:12][CH2:13][CH2:14]OS(C)(=O)=O)[C:8]1=[O:28].[CH2:36]([O:38][CH2:39][CH2:40][N:41]1[C:45]2[CH:46]=[CH:47][CH:48]=[CH:49][C:44]=2[N:43]=[C:42]1[N:50]1[CH2:56][CH2:55][CH2:54][NH:53][CH2:52][CH2:51]1)[CH3:37], predict the reaction product. The product is: [CH3:1][O:2][C:3]1[CH:4]=[C:5]([CH:29]=[C:30]([O:34][CH3:35])[C:31]=1[O:32][CH3:33])[CH2:6][N:7]1[CH2:11][CH2:10][C:9]([CH2:12][CH2:13][CH2:14][N:53]2[CH2:54][CH2:55][CH2:56][N:50]([C:42]3[N:41]([CH2:40][CH2:39][O:38][CH2:36][CH3:37])[C:45]4[CH:46]=[CH:47][CH:48]=[CH:49][C:44]=4[N:43]=3)[CH2:51][CH2:52]2)([CH2:20][C:21]2[CH:22]=[CH:23][C:24]([F:27])=[CH:25][CH:26]=2)[C:8]1=[O:28].